This data is from Forward reaction prediction with 1.9M reactions from USPTO patents (1976-2016). The task is: Predict the product of the given reaction. (1) Given the reactants Cl[C:2]1[CH:11]=[CH:10][C:9]2[C:4](=[CH:5][CH:6]=[C:7]([Cl:12])[CH:8]=2)[N:3]=1.[C:13]([O:17][C:18]([N:20]1[CH2:25][CH2:24][NH:23][CH2:22][CH2:21]1)=[O:19])([CH3:16])([CH3:15])[CH3:14], predict the reaction product. The product is: [C:13]([O:17][C:18]([N:20]1[CH2:25][CH2:24][N:23]([C:2]2[CH:11]=[CH:10][C:9]3[C:4](=[CH:5][CH:6]=[C:7]([Cl:12])[CH:8]=3)[N:3]=2)[CH2:22][CH2:21]1)=[O:19])([CH3:16])([CH3:14])[CH3:15]. (2) Given the reactants [Cl:1][C:2]1[N:7]=[C:6](Cl)[CH:5]=[CH:4][N:3]=1.[Na].[C:10]1([SH:16])[CH:15]=[CH:14][CH:13]=[CH:12][CH:11]=1, predict the reaction product. The product is: [Cl:1][C:2]1[N:7]=[C:6]([S:16][C:10]2[CH:15]=[CH:14][CH:13]=[CH:12][CH:11]=2)[CH:5]=[CH:4][N:3]=1. (3) Given the reactants Cl[C:2]1[N:24]=[CH:23][C:22]([CH2:25][CH3:26])=[CH:21][C:3]=1[C:4]([NH:6][C:7](=[NH:20])[CH2:8][O:9][CH2:10][CH2:11][C:12]1[CH:17]=[CH:16][C:15]([F:18])=[C:14]([Cl:19])[CH:13]=1)=[O:5].CC([O-])(C)C.[K+], predict the reaction product. The product is: [Cl:19][C:14]1[CH:13]=[C:12]([CH2:11][CH2:10][O:9][CH2:8][C:7]2[NH:6][C:4](=[O:5])[C:3]3[CH:21]=[C:22]([CH2:25][CH3:26])[CH:23]=[N:24][C:2]=3[N:20]=2)[CH:17]=[CH:16][C:15]=1[F:18].